From a dataset of Catalyst prediction with 721,799 reactions and 888 catalyst types from USPTO. Predict which catalyst facilitates the given reaction. (1) Reactant: [Cl:1][C:2]1[CH:10]=[C:9]([C:11]([F:14])([F:13])[F:12])[C:5]([C:6]([OH:8])=[O:7])=[CH:4][N:3]=1.[C:15](OC(O[C:15]([CH3:18])([CH3:17])[CH3:16])N(C)C)([CH3:18])([CH3:17])[CH3:16]. Product: [Cl:1][C:2]1[CH:10]=[C:9]([C:11]([F:12])([F:13])[F:14])[C:5]([C:6]([O:8][C:15]([CH3:18])([CH3:17])[CH3:16])=[O:7])=[CH:4][N:3]=1. The catalyst class is: 11. (2) Reactant: [CH2:1]([O:9][C:10]1[CH:15]=[CH:14][C:13]([CH:16]2[O:21][CH2:20][CH2:19][NH:18][CH2:17]2)=[CH:12][CH:11]=1)[CH2:2][CH2:3][CH2:4][CH2:5][CH2:6][CH2:7][CH3:8].[N:22]1([CH2:31]O)[C:26]2[CH:27]=[CH:28][CH:29]=[CH:30][C:25]=2[N:24]=[N:23]1. Product: [CH2:1]([O:9][C:10]1[CH:11]=[CH:12][C:13]([CH:16]2[O:21][CH2:20][CH2:19][N:18]([CH2:31][N:22]3[C:26]4[CH:27]=[CH:28][CH:29]=[CH:30][C:25]=4[N:24]=[N:23]3)[CH2:17]2)=[CH:14][CH:15]=1)[CH2:2][CH2:3][CH2:4][CH2:5][CH2:6][CH2:7][CH3:8]. The catalyst class is: 14. (3) Reactant: [OH:1][C:2]1[CH:10]=[C:9]([OH:11])[CH:8]=[CH:7][C:3]=1[C:4]([OH:6])=[O:5].[H-].[Na+].[CH2:14](Br)[C:15]1[CH:20]=[CH:19][CH:18]=[CH:17][CH:16]=1. Product: [CH2:14]([O:1][C:2]1[CH:10]=[C:9]([O:11][CH2:4][C:3]2[CH:7]=[CH:8][CH:9]=[CH:10][CH:2]=2)[CH:8]=[CH:7][C:3]=1[C:4]([OH:6])=[O:5])[C:15]1[CH:20]=[CH:19][CH:18]=[CH:17][CH:16]=1. The catalyst class is: 9.